From a dataset of Reaction yield outcomes from USPTO patents with 853,638 reactions. Predict the reaction yield, written as a fraction of the theoretical maximum amount of product (1.0 means a 100% yield; for example, 0.34 means a 34% yield). (1) The reactants are Br[CH2:2][CH2:3][CH2:4][CH2:5][C:6]([CH3:16])([CH3:15])[CH2:7][O:8][CH:9]1[CH2:14][CH2:13][CH2:12][CH2:11][O:10]1.[C:17]([O:25][CH2:26][CH3:27])(=[O:24])[CH2:18][C:19]([O:21][CH2:22][CH3:23])=[O:20].[H-].[Na+].[OH2:30]. The catalyst is CS(C)=O.[I-].C([N+](CCCC)(CCCC)CCCC)CCC. The product is [CH2:26]([O:25][C:17](=[O:24])[C:18]([CH2:2][CH2:3][CH2:4][CH2:5][C:6]([CH3:15])([CH3:16])[CH2:7][O:30][CH:11]1[CH2:12][CH2:13][CH2:14][CH2:9][O:10]1)([CH2:2][CH2:3][CH2:4][CH2:5][C:6]([CH3:16])([CH3:15])[CH2:7][O:8][CH:9]1[CH2:14][CH2:13][CH2:12][CH2:11][O:10]1)[C:19]([O:21][CH2:22][CH3:23])=[O:20])[CH3:27]. The yield is 0.820. (2) The reactants are [F:1][C:2]1[CH:3]=[C:4]([NH2:10])[C:5]([NH2:9])=[CH:6][C:7]=1[F:8].[C:11]([O:15][C:16]([N:18]1[CH2:23][CH2:22][CH2:21][CH2:20][CH:19]1[CH2:24][C:25](O)=O)=[O:17])([CH3:14])([CH3:13])[CH3:12]. The catalyst is C(OCC)(=O)C. The product is [C:11]([O:15][C:16]([N:18]1[CH2:23][CH2:22][CH2:21][CH2:20][CH:19]1[CH2:24][C:25]1[NH:9][C:5]2[CH:6]=[C:7]([F:8])[C:2]([F:1])=[CH:3][C:4]=2[N:10]=1)=[O:17])([CH3:14])([CH3:13])[CH3:12]. The yield is 0.150. (3) The reactants are [N:1]12[CH2:7][C:4]([C:8]([C:16]3[CH:21]=[CH:20][CH:19]=[CH:18][CH:17]=3)([C:10]3[CH:15]=[CH:14][CH:13]=[CH:12][CH:11]=3)[OH:9])([CH2:5][CH2:6]1)[CH2:3][CH2:2]2.[C:22]1([O:28][CH2:29][CH2:30][Br:31])[CH:27]=[CH:26][CH:25]=[CH:24][CH:23]=1. The catalyst is CC#N. The product is [Br-:31].[OH:9][C:8]([C:16]1[CH:21]=[CH:20][CH:19]=[CH:18][CH:17]=1)([C:10]1[CH:15]=[CH:14][CH:13]=[CH:12][CH:11]=1)[C:4]12[CH2:7][N+:1]([CH2:30][CH2:29][O:28][C:22]3[CH:27]=[CH:26][CH:25]=[CH:24][CH:23]=3)([CH2:6][CH2:5]1)[CH2:2][CH2:3]2. The yield is 0.620. (4) The reactants are [OH:1][C:2]1[CH:12]=[CH:11][C:5]([C:6]([O:8][CH2:9][CH3:10])=[O:7])=[CH:4][CH:3]=1.Cl.Cl[CH2:15][CH2:16][N:17]([CH3:19])[CH3:18].C([O-])([O-])=O.[K+].[K+]. The catalyst is CN(C=O)C. The product is [CH3:18][N:17]([CH3:19])[CH2:16][CH2:15][O:1][C:2]1[CH:3]=[CH:4][C:5]([C:6]([O:8][CH2:9][CH3:10])=[O:7])=[CH:11][CH:12]=1. The yield is 0.530. (5) The reactants are [C:1]([C:3]1[CH:4]=[C:5]([CH:27]([CH3:29])[CH3:28])[C:6]2[O:10][C:9]([C:11]3[CH:25]=[CH:24][C:14]([C:15]([NH:17][CH2:18][CH:19]4[CH2:23][CH2:22][NH:21][CH2:20]4)=[O:16])=[CH:13][CH:12]=3)=[N:8][C:7]=2[CH:26]=1)#[N:2].C(N(CC)CC)C.[Br:37][C:38]1[CH:43]=[CH:42][C:41]([CH2:44]Br)=[CH:40][CH:39]=1. The catalyst is CO. The product is [Br:37][C:38]1[CH:43]=[CH:42][C:41]([CH2:44][N:21]2[CH2:22][CH2:23][CH:19]([CH2:18][NH:17][C:15](=[O:16])[C:14]3[CH:13]=[CH:12][C:11]([C:9]4[O:10][C:6]5[C:5]([CH:27]([CH3:29])[CH3:28])=[CH:4][C:3]([C:1]#[N:2])=[CH:26][C:7]=5[N:8]=4)=[CH:25][CH:24]=3)[CH2:20]2)=[CH:40][CH:39]=1. The yield is 0.680. (6) The reactants are [CH2:1]([O:3][C:4](=[O:9])/[CH:5]=[CH:6]/[CH:7]=[O:8])[CH3:2].[N+](C1C=CC=CC=1C(O)=O)([O-])=[O:11].N1[CH2:26][CH2:25][CH2:24][CH2:23]1.[Cl:27][C:28]1C(O)=C(C=[CH:34][CH:35]=1)C=O. The catalyst is CS(C)=O. The product is [CH2:1]([O:3][C:4]([CH:5]1[C:6]([CH:7]=[O:8])=[CH:34][C:35]2[C:23](=[CH:24][CH:25]=[CH:26][C:28]=2[Cl:27])[O:11]1)=[O:9])[CH3:2]. The yield is 0.501. (7) The reactants are [C:1]([O:5][C:6]([N:8]1[CH2:13][CH:12]=[C:11]([C:14]2[N:35]=[CH:34][C:17]3[C:18]4[N:22]([CH2:23][CH2:24][O:25][C:16]=3[CH:15]=2)[CH:21]=[C:20]([C:26]2[N:27]([CH:31]([CH3:33])[CH3:32])[N:28]=[CH:29][N:30]=2)[N:19]=4)[CH2:10][CH2:9]1)=[O:7])([CH3:4])([CH3:3])[CH3:2]. The catalyst is [Pt]=O. The product is [C:1]([O:5][C:6]([N:8]1[CH2:9][CH2:10][CH:11]([C:14]2[N:35]=[CH:34][C:17]3[C:18]4[N:22]([CH2:23][CH2:24][O:25][C:16]=3[CH:15]=2)[CH:21]=[C:20]([C:26]2[N:27]([CH:31]([CH3:32])[CH3:33])[N:28]=[CH:29][N:30]=2)[N:19]=4)[CH2:12][CH2:13]1)=[O:7])([CH3:3])([CH3:2])[CH3:4]. The yield is 0.640. (8) The yield is 0.920. The catalyst is ClCCl. The product is [Cl:1][C:2]1[CH:3]=[CH:4][C:5]([O:12][CH:13]2[CH2:15][CH2:14]2)=[C:6]([CH:11]=1)[C:7]([O:9][CH3:10])=[O:8]. The reactants are [Cl:1][C:2]1[CH:3]=[CH:4][C:5]([O:12][CH:13]=[CH2:14])=[C:6]([CH:11]=1)[C:7]([O:9][CH3:10])=[O:8].[CH2:15]([Zn]CC)C.FC(F)(F)C(O)=O.C(I)I. (9) The reactants are [F:1][C:2]1[CH:3]=[CH:4][C:5]([O:12][CH3:13])=[C:6]([C:8](O)([CH3:10])[CH3:9])[CH:7]=1.[CH2:14]([O:16][C:17](=[O:25])[C:18]([O:20][Si](C)(C)C)=[CH2:19])[CH3:15]. The catalyst is C(Cl)Cl. The product is [CH2:14]([O:16][C:17](=[O:25])[C:18](=[O:19])[CH2:20][C:8]([C:6]1[CH:7]=[C:2]([F:1])[CH:3]=[CH:4][C:5]=1[O:12][CH3:13])([CH3:10])[CH3:9])[CH3:15]. The yield is 0.350. (10) The reactants are [CH3:1][CH2:2][O:3][C:4]([C:6]1[N:7]([S:18]([C:21]2[CH:26]=[CH:25][C:24]([CH3:27])=[CH:23][CH:22]=2)(=[O:20])=[O:19])[C:8]2[C:13]([CH:14]=1)=[CH:12][C:11]([C:15]([OH:17])=[O:16])=[CH:10][CH:9]=2)=[O:5]. The catalyst is C(OC(OC(C)(C)C)N(C)C)(C)(C)C.C(OCC)(=O)C.O. The product is [CH3:1][CH2:2][O:3][C:4]([C:6]1[N:7]([S:18]([C:21]2[CH:22]=[CH:23][C:24]([CH3:27])=[CH:25][CH:26]=2)(=[O:20])=[O:19])[C:8]2[C:13]([CH:14]=1)=[CH:12][C:11]([C:15]([O:17][C:11]([CH3:15])([CH3:12])[CH3:10])=[O:16])=[CH:10][CH:9]=2)=[O:5]. The yield is 0.690.